This data is from Full USPTO retrosynthesis dataset with 1.9M reactions from patents (1976-2016). The task is: Predict the reactants needed to synthesize the given product. Given the product [F:33][C:31]1[CH:32]=[C:27]([C:15]2[C:14]3[C:18](=[CH:19][C:11]([O:10][CH2:9][CH2:8][N:5]4[CH2:6][CH2:60][N:59]([C:62]([O:64][C:65]([CH3:66])([CH3:68])[CH3:67])=[O:63])[CH2:58][CH2:57]4)=[CH:12][CH:13]=3)[C:17](=[O:20])[C:16]=2[C:21]2[CH:22]=[N:23][CH:24]=[CH:25][CH:26]=2)[CH:28]=[C:29]([F:34])[CH:30]=1, predict the reactants needed to synthesize it. The reactants are: Cl.O1C[CH2:6][N:5]([CH2:8][CH2:9][O:10][C:11]2[CH:19]=[C:18]3[C:14]([C:15]([C:27]4[CH:32]=[C:31]([F:33])[CH:30]=[C:29]([F:34])[CH:28]=4)=[C:16]([C:21]4[CH:22]=[N:23][CH:24]=[CH:25][CH:26]=4)[C:17]3=[O:20])=[CH:13][CH:12]=2)CC1.BrC1C(=O)C2C(C=1C1C=CC=CC=1)=CC=C(O)C=2.OCCN1C[CH2:60][N:59]([C:62]([O:64][C:65]([CH3:68])([CH3:67])[CH3:66])=[O:63])[CH2:58][CH2:57]1.